This data is from Reaction yield outcomes from USPTO patents with 853,638 reactions. The task is: Predict the reaction yield, written as a fraction of the theoretical maximum amount of product (1.0 means a 100% yield; for example, 0.34 means a 34% yield). (1) The reactants are [NH2:1][C:2]1[N:10]=[C:9]([Cl:11])[N:8]=[C:7]2[C:3]=1[N:4]=[CH:5][N:6]2[C@@H:12]1[S:16][C@H:15]([N-]C)[C@@H:14]([O:19][Si](C(C)(C)C)(C)C)[C@H:13]1[O:27][Si](C(C)(C)C)(C)C.[F-].[CH2:36]([N+:40]([CH2:49]CCC)(CCCC)CCCC)CCC.[O:53]1CCCC1. No catalyst specified. The product is [CH3:36][NH:40][C:49]([C@@H:15]1[C@@H:14]([OH:19])[C@@H:13]([OH:27])[C@H:12]([N:6]2[CH:5]=[N:4][C:3]3[C:7]2=[N:8][C:9]([Cl:11])=[N:10][C:2]=3[NH2:1])[S:16]1)=[O:53]. The yield is 0.690. (2) The reactants are [Cl:1][C:2]1[CH:3]=[C:4]([N:8]2[C:13](=[O:14])[C:12]([OH:15])=[C:11]([C:16]3[CH:21]=[CH:20][C:19]([S:22]([CH3:25])(=[O:24])=[O:23])=[CH:18][CH:17]=3)[CH:10]=[N:9]2)[CH:5]=[CH:6][CH:7]=1.[C:26]1([CH3:36])[CH:31]=[CH:30][C:29]([S:32](Cl)(=[O:34])=[O:33])=[CH:28][CH:27]=1.O. The catalyst is N1C=CC=CC=1. The product is [Cl:1][C:2]1[CH:3]=[C:4]([N:8]2[C:13](=[O:14])[C:12]([O:15][S:32]([C:29]3[CH:30]=[CH:31][C:26]([CH3:36])=[CH:27][CH:28]=3)(=[O:34])=[O:33])=[C:11]([C:16]3[CH:21]=[CH:20][C:19]([S:22]([CH3:25])(=[O:24])=[O:23])=[CH:18][CH:17]=3)[CH:10]=[N:9]2)[CH:5]=[CH:6][CH:7]=1. The yield is 0.790. (3) The reactants are [CH3:1][N:2]1[C:10](=[O:11])[C:9]2[N:8](CC=C)[C:7]([C:15]#[N:16])=[N:6][C:5]=2[N:4]([CH2:17][CH2:18][CH2:19][CH2:20][CH3:21])[C:3]1=[O:22].N1CCOCC1.CS(C)=O. The catalyst is C1COCC1.C1C=CC([P]([Pd]([P](C2C=CC=CC=2)(C2C=CC=CC=2)C2C=CC=CC=2)([P](C2C=CC=CC=2)(C2C=CC=CC=2)C2C=CC=CC=2)[P](C2C=CC=CC=2)(C2C=CC=CC=2)C2C=CC=CC=2)(C2C=CC=CC=2)C2C=CC=CC=2)=CC=1. The product is [CH3:1][N:2]1[C:10](=[O:11])[C:9]2[NH:8][C:7]([C:15]#[N:16])=[N:6][C:5]=2[N:4]([CH2:17][CH2:18][CH2:19][CH2:20][CH3:21])[C:3]1=[O:22]. The yield is 0.180. (4) The reactants are [N+:1]([C:4]1[CH:9]=[C:8]([CH2:10][Cl:11])[CH:7]=[CH:6][C:5]=1[S:12][C:13]1[C:14](=[CH:19][CH:20]=[CH:21][CH:22]=1)[C:15]([O:17][CH3:18])=[O:16])([O-])=O. The catalyst is CO.[Ni].C(Cl)(Cl)Cl. The product is [NH2:1][C:4]1[CH:9]=[C:8]([CH2:10][Cl:11])[CH:7]=[CH:6][C:5]=1[S:12][C:13]1[C:14](=[CH:19][CH:20]=[CH:21][CH:22]=1)[C:15]([O:17][CH3:18])=[O:16]. The yield is 0.556.